This data is from Full USPTO retrosynthesis dataset with 1.9M reactions from patents (1976-2016). The task is: Predict the reactants needed to synthesize the given product. The reactants are: [CH3:1][C:2]1[CH:3]=[N:4][CH:5]=[C:6]([CH3:10])[C:7]=1[CH2:8]O.[Br:11]P(Br)Br. Given the product [Br:11][CH2:8][C:7]1[C:2]([CH3:1])=[CH:3][N:4]=[CH:5][C:6]=1[CH3:10], predict the reactants needed to synthesize it.